This data is from Full USPTO retrosynthesis dataset with 1.9M reactions from patents (1976-2016). The task is: Predict the reactants needed to synthesize the given product. Given the product [CH3:27][C:2]1([CH3:1])[CH2:6][N:5]([CH:7]([CH3:9])[CH3:8])[C:4]([CH:10]([C:13]2[C:22]3[C:17](=[CH:18][C:19]([OH:25])=[C:20]([OH:23])[CH:21]=3)[N:16]=[N:15][CH:14]=2)[C:11]#[N:12])=[N:3]1, predict the reactants needed to synthesize it. The reactants are: [CH3:1][C:2]1([CH3:27])[CH2:6][N:5]([CH:7]([CH3:9])[CH3:8])[C:4]([CH:10]([C:13]2[C:22]3[C:17](=[CH:18][C:19]([O:25]C)=[C:20]([O:23]C)[CH:21]=3)[N:16]=[N:15][CH:14]=2)[C:11]#[N:12])=[N:3]1.CN(C)C=O.C([S-])C.[Na+].